Dataset: Full USPTO retrosynthesis dataset with 1.9M reactions from patents (1976-2016). Task: Predict the reactants needed to synthesize the given product. (1) Given the product [C:12]([O:11][C:9]([N:16]1[CH2:19][CH:18]([C:20]([OH:22])=[O:21])[CH2:17]1)=[O:10])([CH3:13])([CH3:14])[CH3:15], predict the reactants needed to synthesize it. The reactants are: [CH3:13][C:12]([O:11][C:9](O[C:9]([O:11][C:12]([CH3:15])([CH3:14])[CH3:13])=[O:10])=[O:10])([CH3:15])[CH3:14].[NH:16]1[CH2:19][CH:18]([C:20]([OH:22])=[O:21])[CH2:17]1.CCN(CC)CC. (2) Given the product [Cl:1][C:2]1[CH:7]=[C:6]([OH:8])[C:5]([Cl:9])=[CH:4][C:3]=1[CH2:10][CH2:11][C:12]([O:14][C:15]([CH3:18])([CH3:17])[CH3:16])=[O:13], predict the reactants needed to synthesize it. The reactants are: [Cl:1][C:2]1[CH:7]=[C:6]([OH:8])[C:5]([Cl:9])=[CH:4][C:3]=1[CH:10]=[CH:11][C:12]([O:14][C:15]([CH3:18])([CH3:17])[CH3:16])=[O:13]. (3) The reactants are: [Cl:1][CH2:2][CH2:3][CH2:4][O:5][C:6]1[CH:11]=[CH:10][C:9]([C:12]2[S:13][C:14]3[CH2:19][CH:18](C(O)=O)[CH2:17][C:15]=3[N:16]=2)=[CH:8][CH:7]=1.C([N:25]([CH2:28]C)CC)C.C1(P(N=[N+]=[N-])(C2C=CC=CC=2)=[O:37])C=CC=CC=1.[CH2:47]([OH:54])[C:48]1[CH:53]=[CH:52][CH:51]=[CH:50][CH:49]=1. Given the product [Cl:1][CH2:2][CH2:3][CH2:4][O:5][C:6]1[CH:7]=[CH:8][C:9]([C:12]2[S:13][C:14]3[CH2:19][CH:18]([NH:25][C:28](=[O:37])[O:54][CH2:47][C:48]4[CH:53]=[CH:52][CH:51]=[CH:50][CH:49]=4)[CH2:17][C:15]=3[N:16]=2)=[CH:10][CH:11]=1, predict the reactants needed to synthesize it. (4) The reactants are: [CH3:1][C:2]1([CH3:35])[C:10]2[C:5](=[CH:6][C:7]([N+:22]([O-])=O)=[C:8]([NH:11][C:12](=O)[C:13]3[CH:18]=[CH:17][C:16]([O:19][CH3:20])=[CH:15][CH:14]=3)[CH:9]=2)[N:4]([CH2:25][CH2:26][CH2:27][N:28]2[CH2:33][CH2:32][O:31][CH2:30][CH2:29]2)[C:3]1=[O:34]. Given the product [CH3:20][O:19][C:16]1[CH:15]=[CH:14][C:13]([C:12]2[NH:11][C:8]3=[CH:9][C:10]4[C:2]([CH3:35])([CH3:1])[C:3](=[O:34])[N:4]([CH2:25][CH2:26][CH2:27][N:28]5[CH2:29][CH2:30][O:31][CH2:32][CH2:33]5)[C:5]=4[CH:6]=[C:7]3[N:22]=2)=[CH:18][CH:17]=1, predict the reactants needed to synthesize it. (5) Given the product [OH:14][CH2:13][CH2:12][O:11][CH2:8][CH2:7][O:18][C:19]1[CH:20]=[CH:21][C:22]([C:25](=[O:30])[CH2:26][CH2:27][CH2:28][CH3:29])=[CH:23][CH:24]=1, predict the reactants needed to synthesize it. The reactants are: C(C1C=C[C:8]([O:11][CH2:12][C:13](OCC)=[O:14])=[CH:7]C=1)(=O)CC.[OH:18][C:19]1[CH:24]=[CH:23][C:22]([C:25](=[O:30])[CH2:26][CH2:27][CH2:28][CH3:29])=[CH:21][CH:20]=1.ClCCOCCO. (6) Given the product [CH2:1]([O:4][C:5]1[CH:10]=[CH:9][C:8]([C:11]2[N:12]=[CH:13][C:14]([C:17]([OH:19])=[O:18])=[CH:15][N:16]=2)=[C:7]([C:21]([F:23])([F:24])[F:22])[CH:6]=1)[CH2:2][CH3:3], predict the reactants needed to synthesize it. The reactants are: [CH2:1]([O:4][C:5]1[CH:10]=[CH:9][C:8]([C:11]2[N:16]=[CH:15][C:14]([C:17]([O:19]C)=[O:18])=[CH:13][N:12]=2)=[C:7]([C:21]([F:24])([F:23])[F:22])[CH:6]=1)[CH2:2][CH3:3].CC(O)=O.